Dataset: Forward reaction prediction with 1.9M reactions from USPTO patents (1976-2016). Task: Predict the product of the given reaction. (1) Given the reactants [CH2:1]([CH:3]([CH2:8][CH3:9])[CH2:4][C:5]([OH:7])=O)[CH3:2].S(Cl)(Cl)=O.[CH3:14][C:15]1[CH:20]=[C:19]([N:21]2[CH2:26][CH2:25][O:24][CH2:23][CH2:22]2)[CH:18]=[C:17]([CH3:27])[C:16]=1[NH2:28].C(=O)(O)[O-].[Na+].[Cl-].[Na+].O.O, predict the reaction product. The product is: [CH3:14][C:15]1[CH:20]=[C:19]([N:21]2[CH2:26][CH2:25][O:24][CH2:23][CH2:22]2)[CH:18]=[C:17]([CH3:27])[C:16]=1[NH:28][C:5](=[O:7])[CH2:4][CH:3]([CH2:1][CH3:2])[CH2:8][CH3:9]. (2) Given the reactants [CH2:1]([N:8]1[C:16]2[C:11](=[CH:12][C:13]([NH2:17])=[CH:14][CH:15]=2)[CH:10]=[N:9]1)[C:2]1[CH:7]=[CH:6][CH:5]=[CH:4][CH:3]=1.[Cl:18][C:19]1[C:28]2[C:23](=[CH:24][C:25]([F:30])=[C:26]([I:29])[CH:27]=2)[N:22]=[CH:21][N:20]=1, predict the reaction product. The product is: [ClH:18].[CH2:1]([N:8]1[C:16]2[C:11](=[CH:12][C:13]([NH:17][C:19]3[C:28]4[C:23](=[CH:24][C:25]([F:30])=[C:26]([I:29])[CH:27]=4)[N:22]=[CH:21][N:20]=3)=[CH:14][CH:15]=2)[CH:10]=[N:9]1)[C:2]1[CH:3]=[CH:4][CH:5]=[CH:6][CH:7]=1. (3) Given the reactants [C:1](Cl)(=[O:8])[C:2]1[CH:7]=[CH:6][CH:5]=[CH:4][CH:3]=1.C(N(CC)CC)C.[CH2:17]([NH2:20])[CH2:18][CH3:19], predict the reaction product. The product is: [CH2:17]([NH:20][C:1](=[O:8])[C:2]1[CH:7]=[CH:6][CH:5]=[CH:4][CH:3]=1)[CH2:18][CH3:19]. (4) Given the reactants [C:1]1([CH2:7][CH2:8][C:9]([OH:11])=[O:10])[CH:6]=[CH:5][CH:4]=[CH:3][CH:2]=1.Br[CH:13]1[CH2:17][CH2:16][O:15][C:14]1=[O:18].C(=O)([O-])[O-].[K+].[K+].CC(C)=O, predict the reaction product. The product is: [C:1]1([CH2:7][CH2:8][C:9]([O:11][CH:13]2[CH2:17][CH2:16][O:15][C:14]2=[O:18])=[O:10])[CH:6]=[CH:5][CH:4]=[CH:3][CH:2]=1. (5) The product is: [OH:19][C:4]1[CH:3]=[C:2]([C:27]([NH2:25])=[O:28])[C:10]2[O:9][C:8]([C:11]3[CH:12]=[CH:13][C:14]([OH:17])=[CH:15][CH:16]=3)=[N:7][C:6]=2[CH:5]=1. Given the reactants Br[C:2]1[C:10]2[O:9][C:8]([C:11]3[CH:16]=[CH:15][C:14]([O:17]C)=[CH:13][CH:12]=3)=[N:7][C:6]=2[CH:5]=[C:4]([O:19]C)[CH:3]=1.C([Cu])#N.C[N:25]([CH:27]=[O:28])C, predict the reaction product. (6) Given the reactants [C:1]([O:5][C:6]([N:8]1[CH2:13][CH2:12][N:11]([C:14]2[CH:19]=[CH:18][CH:17]=[CH:16][C:15]=2[CH:20]=[O:21])[CH2:10][CH2:9]1)=[O:7])([CH3:4])([CH3:3])[CH3:2].S(=O)(=O)([OH:24])N.[O-]Cl=O.[Na+], predict the reaction product. The product is: [C:1]([O:5][C:6]([N:8]1[CH2:9][CH2:10][N:11]([C:14]2[CH:19]=[CH:18][CH:17]=[CH:16][C:15]=2[C:20]([OH:24])=[O:21])[CH2:12][CH2:13]1)=[O:7])([CH3:4])([CH3:2])[CH3:3]. (7) Given the reactants [CH3:1][C:2]1[CH:17]=[CH:16][C:5]([O:6][C:7]2[CH:12]=[CH:11][C:10]([N+:13]([O-])=O)=[CH:9][N:8]=2)=[CH:4][C:3]=1[O:18][C:19]([F:22])([F:21])[F:20], predict the reaction product. The product is: [CH3:1][C:2]1[CH:17]=[CH:16][C:5]([O:6][C:7]2[N:8]=[CH:9][C:10]([NH2:13])=[CH:11][CH:12]=2)=[CH:4][C:3]=1[O:18][C:19]([F:21])([F:20])[F:22]. (8) Given the reactants [C:1]1([CH2:7][C:8]([NH:10][CH2:11][CH2:12][C:13]2[CH:14]=[CH:15][CH:16]=[C:17]3[C:22]=2[CH:21]=[C:20](C(Cl)=O)[CH:19]=[CH:18]3)=[O:9])[CH:6]=[CH:5][CH:4]=[CH:3][CH:2]=1.[N-:26]=[N+]=[N-].[Na+].FC(F)(F)C(O)=O.C(=O)([O-])[O-].[K+].[K+], predict the reaction product. The product is: [NH2:26][C:20]1[CH:21]=[C:22]2[C:17]([CH:16]=[CH:15][CH:14]=[C:13]2[CH2:12][CH2:11][NH:10][C:8](=[O:9])[CH2:7][C:1]2[CH:6]=[CH:5][CH:4]=[CH:3][CH:2]=2)=[CH:18][CH:19]=1. (9) Given the reactants Br[C:2]1[O:6][C:5]([CH:7]=[O:8])=[CH:4][CH:3]=1.[F:9][C:10]([F:22])([F:21])[O:11][C:12]1[CH:17]=[CH:16][C:15](B(O)O)=[CH:14][CH:13]=1, predict the reaction product. The product is: [F:9][C:10]([F:21])([F:22])[O:11][C:12]1[CH:17]=[CH:16][C:15]([C@H:2]2[O:6][C@@H:5]([CH2:7][OH:8])[CH2:4][CH2:3]2)=[CH:14][CH:13]=1.